This data is from Merck oncology drug combination screen with 23,052 pairs across 39 cell lines. The task is: Regression. Given two drug SMILES strings and cell line genomic features, predict the synergy score measuring deviation from expected non-interaction effect. (1) Drug 1: NC(=O)c1cccc2cn(-c3ccc(C4CCCNC4)cc3)nc12. Drug 2: Cn1cc(-c2cnn3c(N)c(Br)c(C4CCCNC4)nc23)cn1. Cell line: T47D. Synergy scores: synergy=-14.8. (2) Drug 1: Nc1ccn(C2OC(CO)C(O)C2(F)F)c(=O)n1. Drug 2: NC1(c2ccc(-c3nc4ccn5c(=O)[nH]nc5c4cc3-c3ccccc3)cc2)CCC1. Cell line: KPL1. Synergy scores: synergy=28.7.